From a dataset of Reaction yield outcomes from USPTO patents with 853,638 reactions. Predict the reaction yield, written as a fraction of the theoretical maximum amount of product (1.0 means a 100% yield; for example, 0.34 means a 34% yield). (1) The reactants are [C:1]([N:8]1[CH2:11][CH2:10][C@@H:9]1[CH2:12][OH:13])([O:3][C:4]([CH3:7])([CH3:6])[CH3:5])=[O:2].C(N(CC)CC)C.[CH3:21][S:22](Cl)(=[O:24])=[O:23]. The catalyst is C1COCC1. The product is [C:1]([N:8]1[CH2:11][CH2:10][C@@H:9]1[CH2:12][O:13][S:22]([CH3:21])(=[O:24])=[O:23])([O:3][C:4]([CH3:7])([CH3:6])[CH3:5])=[O:2]. The yield is 0.380. (2) The reactants are [CH:1]1([C:6]([C:8]2[O:9][C:10]3[CH:17]=[CH:16][C:15]([F:18])=[CH:14][C:11]=3[C:12]=2[CH3:13])=[O:7])[CH2:5][CH2:4][CH2:3][CH2:2]1.[BH4-].[Na+].O. The catalyst is CO.O1CCCC1. The product is [CH:1]1([CH:6]([C:8]2[O:9][C:10]3[CH:17]=[CH:16][C:15]([F:18])=[CH:14][C:11]=3[C:12]=2[CH3:13])[OH:7])[CH2:5][CH2:4][CH2:3][CH2:2]1. The yield is 1.00. (3) The reactants are C([O:4][CH2:5][C:6]([CH3:45])([CH3:44])[CH2:7][N:8]1[C:14]2[CH:15]=[CH:16][C:17]([Cl:19])=[CH:18][C:13]=2[C@@H:12]([C:20]2[CH:25]=[CH:24][CH:23]=[C:22]([O:26][CH3:27])[C:21]=2[O:28][CH3:29])[O:11][C@H:10]([CH2:30][C:31]([NH:33][C:34]2[S:35][C:36]([C:40]([OH:42])=[O:41])=[C:37]([CH3:39])[N:38]=2)=[O:32])[C:9]1=[O:43])(=O)C.C(=O)([O-])[O-].[K+].[K+].Cl. The catalyst is CO. The product is [Cl:19][C:17]1[CH:16]=[CH:15][C:14]2[N:8]([CH2:7][C:6]([CH3:44])([CH3:45])[CH2:5][OH:4])[C:9](=[O:43])[C@@H:10]([CH2:30][C:31]([NH:33][C:34]3[S:35][C:36]([C:40]([OH:42])=[O:41])=[C:37]([CH3:39])[N:38]=3)=[O:32])[O:11][C@H:12]([C:20]3[CH:25]=[CH:24][CH:23]=[C:22]([O:26][CH3:27])[C:21]=3[O:28][CH3:29])[C:13]=2[CH:18]=1. The yield is 0.970. (4) The product is [N:19]1([C:2]2[C:3]([CH:8]3[CH2:11][N:10]([C:12]([O:14][C:15]([CH3:18])([CH3:17])[CH3:16])=[O:13])[CH2:9]3)=[N:4][CH:5]=[CH:6][N:7]=2)[CH2:24][CH2:23][CH2:22][CH2:21][CH2:20]1. The catalyst is CS(C)=O.O. The reactants are Cl[C:2]1[C:3]([CH:8]2[CH2:11][N:10]([C:12]([O:14][C:15]([CH3:18])([CH3:17])[CH3:16])=[O:13])[CH2:9]2)=[N:4][CH:5]=[CH:6][N:7]=1.[NH:19]1[CH2:24][CH2:23][CH2:22][CH2:21][CH2:20]1.CCN(CC)CC. The yield is 0.760. (5) The reactants are [CH3:1][C:2]1[C:7]([CH3:8])=[CH:6][C:5]([CH3:9])=[CH:4][C:3]=1[O:10][CH3:11].[Br:12]Br.C([O-])(O)=O.[Na+]. The catalyst is ClCCl.N1C=CC=CC=1. The product is [Br:12][C:6]1[C:5]([CH3:9])=[CH:4][C:3]([O:10][CH3:11])=[C:2]([CH3:1])[C:7]=1[CH3:8]. The yield is 0.950. (6) The reactants are [CH2:1]([O:8][NH:9][C@H:10]1[CH2:15][NH:14][C@H:13]([C:16]([NH:18][CH:19]2[CH2:24][CH2:23][N:22]([C:25]([O:27][CH2:28][C:29]3[CH:34]=[CH:33][CH:32]=[CH:31][CH:30]=3)=[O:26])[CH2:21][CH2:20]2)=[O:17])[CH2:12][CH2:11]1)[C:2]1[CH:7]=[CH:6][CH:5]=[CH:4][CH:3]=1.S(C1C=CC(C)=CC=1)([O-])(=O)=O.[C:46]([O-])(O)=[O:47].[Na+].CCN(C(C)C)C(C)C.ClC(Cl)(OC(=O)OC(Cl)(Cl)Cl)Cl.P(=O)(O)(O)O. The catalyst is ClCCl. The product is [CH2:1]([O:8][N:9]1[C:46](=[O:47])[N:14]2[CH2:15][C@H:10]1[CH2:11][CH2:12][C@H:13]2[C:16]([NH:18][CH:19]1[CH2:20][CH2:21][N:22]([C:25]([O:27][CH2:28][C:29]2[CH:34]=[CH:33][CH:32]=[CH:31][CH:30]=2)=[O:26])[CH2:23][CH2:24]1)=[O:17])[C:2]1[CH:7]=[CH:6][CH:5]=[CH:4][CH:3]=1. The yield is 0.940. (7) The reactants are [CH:1]1([CH2:6][C:7]([OH:9])=[O:8])[CH2:5][CH2:4][CH:3]=[CH:2]1.C[N+]1([O-])CC[O:14]CC1.O=O.[Li+].[OH-:21]. The catalyst is O.CC(O)(C)C.OC1C(O)CCC=1CC(O)=O.[Pt].CC#N.O.O=[Os](=O)(=O)=O. The product is [OH:21][C:2]1[C:3](=[O:14])[CH2:4][CH2:5][C:1]=1[CH2:6][C:7]([OH:9])=[O:8]. The yield is 0.280. (8) The reactants are [Br:1][C:2]1[N:7]=[C:6]([C:8](O)=[O:9])[C:5]([O:11][CH2:12][C:13]2[CH:18]=[CH:17][CH:16]=[CH:15][CH:14]=2)=[C:4]([O:19][CH3:20])[CH:3]=1.C(Cl)(=O)C([Cl:24])=O. The catalyst is C1C=CC=CC=1.CN(C=O)C. The product is [Br:1][C:2]1[N:7]=[C:6]([C:8]([Cl:24])=[O:9])[C:5]([O:11][CH2:12][C:13]2[CH:18]=[CH:17][CH:16]=[CH:15][CH:14]=2)=[C:4]([O:19][CH3:20])[CH:3]=1. The yield is 1.00. (9) The yield is 0.200. The reactants are [CH2:1]1[O:11][C:10]2[C:3](=[C:4]([CH:7]=[CH:8][CH:9]=2)[CH:5]=[O:6])[O:2]1.O[CH2:13][CH2:14][C:15]1[C:23]2[C:18](=[CH:19][CH:20]=[CH:21][CH:22]=2)[NH:17][CH:16]=1.FC(F)(F)C(O)=O. The product is [O:11]1[C:10]2[CH:9]=[CH:8][CH:7]=[C:4]([CH:5]3[C:16]4[NH:17][C:18]5[C:23]([C:15]=4[CH2:14][CH2:13][O:6]3)=[CH:22][CH:21]=[CH:20][CH:19]=5)[C:3]=2[O:2][CH2:1]1. The catalyst is ClCCl.